From a dataset of Catalyst prediction with 721,799 reactions and 888 catalyst types from USPTO. Predict which catalyst facilitates the given reaction. (1) Reactant: [F:1][C:2]([F:55])([F:54])[C:3]1[CH:4]=[C:5]([CH:47]=[C:48]([C:50]([F:53])([F:52])[F:51])[CH:49]=1)[CH2:6][N:7]([CH2:25][C:26]1[CH:31]=[C:30]([C:32]([F:35])([F:34])[F:33])[CH:29]=[CH:28][C:27]=1[C:36]1[CH:41]=[C:40]([CH:42]([CH3:44])[CH3:43])[CH:39]=[CH:38][C:37]=1[O:45][CH3:46])[C:8]1[N:13]=[CH:12][C:11]([C:14]([NH:16][CH2:17][CH2:18][CH2:19][C:20]([O:22]CC)=[O:21])=[O:15])=[CH:10][N:9]=1.[OH-].[Na+].Cl. Product: [F:55][C:2]([F:1])([F:54])[C:3]1[CH:4]=[C:5]([CH:47]=[C:48]([C:50]([F:51])([F:52])[F:53])[CH:49]=1)[CH2:6][N:7]([CH2:25][C:26]1[CH:31]=[C:30]([C:32]([F:35])([F:34])[F:33])[CH:29]=[CH:28][C:27]=1[C:36]1[CH:41]=[C:40]([CH:42]([CH3:44])[CH3:43])[CH:39]=[CH:38][C:37]=1[O:45][CH3:46])[C:8]1[N:9]=[CH:10][C:11]([C:14]([NH:16][CH2:17][CH2:18][CH2:19][C:20]([OH:22])=[O:21])=[O:15])=[CH:12][N:13]=1. The catalyst class is: 8. (2) Product: [CH3:1][O:2][C:3]1[CH:4]=[CH:5][C:6]2[NH:12][C:11](=[O:13])[N:10]([CH:14]3[CH2:19][CH2:18][N:17]([C:22]4[CH:23]=[C:24]([O:28][C:29]5[CH:30]=[C:31]([CH3:43])[C:32]6[N:36]=[C:35]([C@@H:37]7[CH2:41][CH2:40][CH2:39][O:38]7)[NH:34][C:33]=6[CH:42]=5)[N:25]=[CH:26][N:27]=4)[CH2:16][CH2:15]3)[CH2:9][CH2:8][C:7]=2[CH:20]=1. Reactant: [CH3:1][O:2][C:3]1[CH:4]=[CH:5][C:6]2[NH:12][C:11](=[O:13])[N:10]([CH:14]3[CH2:19][CH2:18][NH:17][CH2:16][CH2:15]3)[CH2:9][CH2:8][C:7]=2[CH:20]=1.Cl[C:22]1[N:27]=[CH:26][N:25]=[C:24]([O:28][C:29]2[CH:30]=[C:31]([CH3:43])[C:32]3[N:36]=[C:35]([C@@H:37]4[CH2:41][CH2:40][CH2:39][O:38]4)[NH:34][C:33]=3[CH:42]=2)[CH:23]=1.CCN(C(C)C)C(C)C. The catalyst class is: 3.